The task is: Predict the reaction yield, written as a fraction of the theoretical maximum amount of product (1.0 means a 100% yield; for example, 0.34 means a 34% yield).. This data is from Reaction yield outcomes from USPTO patents with 853,638 reactions. (1) The reactants are N([O-])=O.[Na+].S1C=CC=C1/C=C/C1N=CNC=1N.[CH3:18][O:19][CH2:20][N:21]=[C:22]=[O:23].[N+:24](=[C:26]1[C:30](/[CH:31]=[CH:32]/[C:33]2[S:34][CH:35]=[CH:36][CH:37]=2)=[N:29][CH:28]=[N:27]1)=[N-:25]. The catalyst is O.[H+].[B-](F)(F)(F)F.CS(C)=O. The product is [CH3:18][O:19][CH2:20][N:21]1[C:22](=[O:23])[N:27]2[CH:28]=[N:29][C:30](/[CH:31]=[CH:32]/[C:33]3[S:34][CH:35]=[CH:36][CH:37]=3)=[C:26]2[N:24]=[N:25]1. The yield is 0.120. (2) The reactants are [CH3:1][O:2][C@H:3]1[C@@H:9]2[O:10][CH2:11][C@@H:12]([OH:13])[C@@H:8]2[O:7][C@@H:4]1[O:5][CH3:6].N1C=CC=CC=1.[CH3:20][S:21](Cl)(=[O:23])=[O:22]. The catalyst is ClCCl. The product is [CH3:1][O:2][C@H:3]1[C@@H:9]2[O:10][CH2:11][C@H:12]([O:13][S:21]([CH3:20])(=[O:23])=[O:22])[C@@H:8]2[O:7][C@@H:4]1[O:5][CH3:6]. The yield is 0.950. (3) The reactants are [F:1][C:2]([F:11])([F:10])[C:3]1[CH:8]=[CH:7][CH:6]=[CH:5][C:4]=1[OH:9].[N+:12]([O-])([OH:14])=[O:13]. The catalyst is CC(O)=O. The product is [N+:12]([C:5]1[CH:6]=[CH:7][CH:8]=[C:3]([C:2]([F:10])([F:11])[F:1])[C:4]=1[OH:9])([O-:14])=[O:13]. The yield is 0.440. (4) The reactants are [F:1][C:2]([F:13])([F:12])[C:3]1[CH:8]=[CH:7][C:6]([C:9](=O)[CH3:10])=[CH:5][CH:4]=1.[NH2:14][C:15]([NH2:17])=[S:16]. No catalyst specified. The product is [NH2:17][C:15]1[S:16][CH:10]=[C:9]([C:6]2[CH:7]=[CH:8][C:3]([C:2]([F:13])([F:12])[F:1])=[CH:4][CH:5]=2)[N:14]=1. The yield is 0.775. (5) The reactants are CCN(C(C)C)C(C)C.[OH:10][C:11]1[CH:12]=[CH:13][CH:14]=[C:15]2[C:20]=1[O:19][C:18](=[O:21])[C:17]([C:22]([OH:24])=O)=[CH:16]2.CN(C(ON1N=NC2C=CC=NC1=2)=[N+](C)C)C.F[P-](F)(F)(F)(F)F.[NH2:49][C:50]1[CH:51]=[C:52]([C:56]2[CH:61]=[CH:60][CH:59]=[CH:58][C:57]=2[NH:62][C:63](=[O:65])[CH3:64])[CH:53]=[CH:54][CH:55]=1. The catalyst is CN(C=O)C. The product is [C:63]([NH:62][C:57]1[CH:58]=[CH:59][CH:60]=[CH:61][C:56]=1[C:52]1[CH:53]=[CH:54][CH:55]=[C:50]([NH:49][C:22]([C:17]2[C:18](=[O:21])[O:19][C:20]3[C:15]([CH:16]=2)=[CH:14][CH:13]=[CH:12][C:11]=3[OH:10])=[O:24])[CH:51]=1)(=[O:65])[CH3:64]. The yield is 0.270. (6) The reactants are N[CH:2]([CH2:6][C:7]([F:10])([F:9])[F:8])[C:3]([OH:5])=[O:4].[C:19](O[C:19]([O:21][C:22]([CH3:25])([CH3:24])[CH3:23])=[O:20])([O:21][C:22]([CH3:25])([CH3:24])[CH3:23])=[O:20]. The catalyst is C(Cl)Cl. The product is [C:22]([O:21][C:19]([CH:2]([CH2:6][C:7]([F:10])([F:9])[F:8])[C:3]([OH:5])=[O:4])=[O:20])([CH3:23])([CH3:24])[CH3:25]. The yield is 0.968. (7) The reactants are [Cl:1][C:2]1[C:3](N2CC[C@@H](N(C)C(=O)OC(C)(C)C)C2)=[CH:4][N:5]=[N:6][C:7]=1[Cl:8].[H-].[Na+].[Cl:25]C1C(N2CC[C@@H](NC(=O)OC(C)(C)C)C2)=CN=NC=1Cl.CI. The catalyst is CN(C=O)C.O. The product is [Cl:8][C:7]1[N:6]=[N:5][CH:4]=[C:3]([Cl:25])[C:2]=1[Cl:1]. The yield is 0.800. (8) The reactants are Cl.[S:2]([N:12]1[C:16]2=[N:17][CH:18]=[C:19]([CH2:21][NH2:22])[N:20]=[C:15]2[CH:14]=[CH:13]1)([C:5]1[CH:11]=[CH:10][C:8]([CH3:9])=[CH:7][CH:6]=1)(=[O:4])=[O:3].[C:23]([O:27][C:28]([N:30]1[CH2:35][CH2:34][C@@H:33]([CH3:36])[C@@H:32]([C:37](O)=[O:38])[CH2:31]1)=[O:29])([CH3:26])([CH3:25])[CH3:24].CN(C(ON1N=NC2C=CC=NC1=2)=[N+](C)C)C.F[P-](F)(F)(F)(F)F.CCN(C(C)C)C(C)C. The catalyst is C(Cl)Cl. The product is [C:23]([O:27][C:28]([N:30]1[CH2:35][CH2:34][C@@H:33]([CH3:36])[C@@H:32]([C:37](=[O:38])[NH:22][CH2:21][C:19]2[N:20]=[C:15]3[CH:14]=[CH:13][N:12]([S:2]([C:5]4[CH:6]=[CH:7][C:8]([CH3:9])=[CH:10][CH:11]=4)(=[O:3])=[O:4])[C:16]3=[N:17][CH:18]=2)[CH2:31]1)=[O:29])([CH3:25])([CH3:26])[CH3:24]. The yield is 0.960. (9) The reactants are [C:1]([OH:5])(=O)[CH2:2]O.[Cl:6][C:7]1[CH:8]=[C:9]([NH2:22])[C:10]([NH:13][CH2:14][CH2:15][CH2:16][N:17]2[CH:21]=[CH:20][N:19]=[CH:18]2)=[CH:11][CH:12]=1.C([O-])(O)=O.[Na+].C(Cl)Cl. The catalyst is Cl.O. The product is [Cl:6][C:7]1[CH:12]=[CH:11][C:10]2[N:13]([CH2:14][CH2:15][CH2:16][N:17]3[CH:21]=[CH:20][N:19]=[CH:18]3)[C:2]([CH2:1][OH:5])=[N:22][C:9]=2[CH:8]=1. The yield is 0.300.